Task: Predict the reactants needed to synthesize the given product.. Dataset: Full USPTO retrosynthesis dataset with 1.9M reactions from patents (1976-2016) Given the product [NH2:11][C:8]1[CH:9]=[C:10]2[C:5](=[CH:6][C:7]=1[N+:15]([O-:17])=[O:16])[N:4]([CH2:22][C:23]1[N:24]=[CH:25][S:26][CH:27]=1)[C:3](=[O:18])[C:2]2([CH3:1])[CH3:19], predict the reactants needed to synthesize it. The reactants are: [CH3:1][C:2]1([CH3:19])[C:10]2[C:5](=[CH:6][C:7]([N+:15]([O-:17])=[O:16])=[C:8]([NH:11]C(=O)C)[CH:9]=2)[NH:4][C:3]1=[O:18].Cl.Cl[CH2:22][C:23]1[N:24]=[CH:25][S:26][CH:27]=1.C([O-])([O-])=O.[K+].[K+].